Task: Predict the reactants needed to synthesize the given product.. Dataset: Full USPTO retrosynthesis dataset with 1.9M reactions from patents (1976-2016) (1) Given the product [Cl:21][C:22]1[CH:23]=[CH:24][C:25]([C:28]2([C:33]3[CH:38]=[CH:37][C:36]([Cl:39])=[CH:35][CH:34]=3)[O:9][CH2:8][C:3]([CH3:7])([C:4]([OH:6])=[O:5])[CH2:2][O:1]2)=[CH:26][CH:27]=1, predict the reactants needed to synthesize it. The reactants are: [OH:1][CH2:2][C:3]([CH2:8][OH:9])([CH3:7])[C:4]([OH:6])=[O:5].C1(C)C=CC(S(O)(=O)=O)=CC=1.[Cl:21][C:22]1[CH:27]=[CH:26][C:25]([C:28]([C:33]2[CH:38]=[CH:37][C:36]([Cl:39])=[CH:35][CH:34]=2)(OC)OC)=[CH:24][CH:23]=1. (2) Given the product [CH2:23]([N:25]1[CH:29]=[C:28]([CH2:30][C:31]([OH:33])=[O:32])[C:27]([O:12][CH2:11][CH2:10][CH2:9][C:8]2[C:4]([CH:1]([CH3:3])[CH3:2])=[N:5][N:6]([C:13]3[CH:18]=[CH:17][C:16]([C:19]([F:21])([F:20])[F:22])=[CH:15][N:14]=3)[CH:7]=2)=[N:26]1)[CH3:24], predict the reactants needed to synthesize it. The reactants are: [CH:1]([C:4]1[C:8]([CH2:9][CH2:10][CH2:11][OH:12])=[CH:7][N:6]([C:13]2[CH:18]=[CH:17][C:16]([C:19]([F:22])([F:21])[F:20])=[CH:15][N:14]=2)[N:5]=1)([CH3:3])[CH3:2].[CH2:23]([N:25]1[CH:29]=[C:28]([CH2:30][C:31]([O:33]C)=[O:32])[C:27](O)=[N:26]1)[CH3:24].C(P(CCCC)CCCC)CCC.N(C(N1CCCCC1)=O)=NC(N1CCCCC1)=O. (3) Given the product [F:14][C:15]1([F:22])[CH2:21][CH2:20][CH2:19][CH:18]([NH:9][C@@H:7]([C:1]2[CH:6]=[CH:5][CH:4]=[CH:3][CH:2]=2)[CH3:8])[CH:16]1[OH:17], predict the reactants needed to synthesize it. The reactants are: [C:1]1([C@H:7]([NH2:9])[CH3:8])[CH:6]=[CH:5][CH:4]=[CH:3][CH:2]=1.C[Al](C)C.[F:14][C:15]1([F:22])[CH2:21][CH2:20][CH2:19][C@@H:18]2[C@H:16]1[O:17]2. (4) Given the product [CH3:1][C:2]1[C:11]2[C:6](=[CH:7][CH:8]=[CH:9][CH:10]=2)[N:5]=[C:4]([CH2:12][N:13]2[C:22](=[O:23])[C:21]3[N:20]([CH2:24][C:25]#[C:26][CH3:27])[C:19]([N:44]4[CH2:45][CH2:46][CH2:47][C@@H:42]([N:41]5[C:40](=[O:48])[C:39]6=[CH:49][CH:50]=[CH:51][CH:52]=[C:38]6[C:37]5=[O:53])[CH2:43]4)=[N:18][C:17]=3[N:16]([CH3:29])[C:14]2=[O:15])[N:3]=1, predict the reactants needed to synthesize it. The reactants are: [CH3:1][C:2]1[C:11]2[C:6](=[CH:7][CH:8]=[CH:9][CH:10]=2)[N:5]=[C:4]([CH2:12][N:13]2[C:22](=[O:23])[C:21]3[N:20]([CH2:24][C:25]#[C:26][CH3:27])[C:19](Br)=[N:18][C:17]=3[N:16]([CH3:29])[C:14]2=[O:15])[N:3]=1.C(=O)([O-])[O-].[K+].[K+].Cl.[C:37]1(=[O:53])[N:41]([C@@H:42]2[CH2:47][CH2:46][CH2:45][NH:44][CH2:43]2)[C:40](=[O:48])[C:39]2=[CH:49][CH:50]=[CH:51][CH:52]=[C:38]12.C(OC(C)C)(=O)C. (5) Given the product [Br:1][C:2]1[CH:3]=[CH:4][C:5]([CH2:16][NH:17][CH3:19])=[C:6]([CH2:8][S:29][CH2:26][CH2:25][CH2:39][C:33]2[CH:38]=[CH:37][CH:36]=[CH:35][CH:34]=2)[CH:7]=1, predict the reactants needed to synthesize it. The reactants are: [Br:1][C:2]1[CH:3]=[CH:4][C:5]([CH2:16][N:17]([CH2:19]CS)C)=[C:6]([CH:8](C2C=CC=CC=2)O)[CH:7]=1.CC1C=[CH:25][C:26]([S:29](O)(=O)=O)=CC=1.[C:33]1([CH3:39])[CH:38]=[CH:37][CH:36]=[CH:35][CH:34]=1. (6) Given the product [CH2:14]([O:21][P:22]([CH2:32][N:33]([S:34]([C:37]1[CH:42]=[C:41]([Cl:43])[CH:40]=[C:39]([Cl:44])[CH:38]=1)(=[O:35])=[O:36])[C:2]1[CH:3]=[CH:4][C:5]2[C:10](=[CH:9][CH:8]=[CH:7][CH:6]=2)[CH:1]=1)(=[O:31])[O:23][CH2:24][C:25]1[CH:26]=[CH:27][CH:28]=[CH:29][CH:30]=1)[C:15]1[CH:20]=[CH:19][CH:18]=[CH:17][CH:16]=1, predict the reactants needed to synthesize it. The reactants are: [CH:1]1[C:10]2[C:5](=[CH:6][CH:7]=[CH:8][CH:9]=2)[CH:4]=[CH:3][C:2]=1B(O)O.[CH2:14]([O:21][P:22]([CH2:32][NH:33][S:34]([C:37]1[CH:42]=[C:41]([Cl:43])[CH:40]=[C:39]([Cl:44])[CH:38]=1)(=[O:36])=[O:35])(=[O:31])[O:23][CH2:24][C:25]1[CH:30]=[CH:29][CH:28]=[CH:27][CH:26]=1)[C:15]1[CH:20]=[CH:19][CH:18]=[CH:17][CH:16]=1.C(N(CC)CC)C. (7) Given the product [Cl:9][C:4]1[C:3]2[CH2:10][O:11][C:18](=[O:19])[C:2]=2[CH:7]=[CH:6][C:5]=1[OH:8], predict the reactants needed to synthesize it. The reactants are: Br[C:2]1[CH:7]=[CH:6][C:5]([OH:8])=[C:4]([Cl:9])[C:3]=1[CH2:10][OH:11].C([Cu])#N.CN([CH:18]=[O:19])C.O.